Dataset: Catalyst prediction with 721,799 reactions and 888 catalyst types from USPTO. Task: Predict which catalyst facilitates the given reaction. (1) Reactant: [CH3:1][O:2][C:3]1[CH:8]=[CH:7][C:6]([C:9]23[NH:27][CH2:26][CH2:25][N:10]2[C:11](=[O:24])[C:12]2[N:13]([C:15]([C:18]#[C:19][Si](C)(C)C)=[CH:16][CH:17]=2)[CH2:14]3)=[CH:5][CH:4]=1.C(=O)([O-])[O-].[K+].[K+]. Product: [C:18]([C:15]1[N:13]2[CH2:14][C:9]3([C:6]4[CH:7]=[CH:8][C:3]([O:2][CH3:1])=[CH:4][CH:5]=4)[NH:27][CH2:26][CH2:25][N:10]3[C:11](=[O:24])[C:12]2=[CH:17][CH:16]=1)#[CH:19]. The catalyst class is: 100. (2) Reactant: C(=O)([O-])[O-].[Cs+].[Cs+].[NH:7]1[CH:11]=[C:10](/[CH:12]=[CH:13]/[C:14]([O:16][CH2:17][CH3:18])=[O:15])[CH:9]=[N:8]1.Br[CH2:20]/[CH:21]=[CH:22]/[C:23]1[CH:28]=[CH:27][CH:26]=[CH:25][CH:24]=1. Product: [CH2:20]([N:7]1[CH:11]=[C:10](/[CH:12]=[CH:13]/[C:14]([O:16][CH2:17][CH3:18])=[O:15])[CH:9]=[N:8]1)[CH:21]=[CH:22][C:23]1[CH:28]=[CH:27][CH:26]=[CH:25][CH:24]=1. The catalyst class is: 10. (3) Reactant: [Br:1][C:2]1[C:3]([OH:8])=[N:4][CH:5]=[CH:6][CH:7]=1.[H-].[Na+].[CH3:11]I. Product: [Br:1][C:2]1[C:3](=[O:8])[N:4]([CH3:11])[CH:5]=[CH:6][CH:7]=1. The catalyst class is: 39. (4) Reactant: C(OC(=O)[NH:7][C:8]1[S:9][C:10]([C:28](=[O:30])[CH3:29])=[CH:11][C:12]=1[S:13](=[O:27])(=[O:26])[N:14]([CH2:16][CH:17]([C:19]1[CH:24]=[CH:23][C:22]([F:25])=[CH:21][CH:20]=1)[OH:18])[CH3:15])(C)(C)C.FC(F)(F)C(O)=O. Product: [F:25][C:22]1[CH:21]=[CH:20][C:19]([CH:17]([OH:18])[CH2:16][N:14]([CH3:15])[S:13]([C:12]2[CH:11]=[C:10]([C:28](=[O:30])[CH3:29])[S:9][C:8]=2[NH2:7])(=[O:27])=[O:26])=[CH:24][CH:23]=1. The catalyst class is: 6.